Dataset: Full USPTO retrosynthesis dataset with 1.9M reactions from patents (1976-2016). Task: Predict the reactants needed to synthesize the given product. (1) Given the product [NH2:6][C@H:19]([C:21]([OH:22])=[O:10])[CH2:17][CH2:15][CH2:13][CH2:12][NH2:7], predict the reactants needed to synthesize it. The reactants are: S([O-])([O-])(=O)=O.[NH4+:6].[NH4+:7].N.[NH4+].[OH-:10].O=[CH:12][C@@H:13]([C@H:15]([C@@H:17]([C@@H:19]([CH2:21][OH:22])O)O)O)O. (2) Given the product [CH3:13][O:14][C:15]1[CH:20]=[CH:19][C:18]([CH2:21][N:3]2[C:2]([NH2:1])=[N:6][N:5]=[N:4]2)=[CH:17][CH:16]=1, predict the reactants needed to synthesize it. The reactants are: [NH2:1][C:2]1[NH:6][N:5]=[N:4][N:3]=1.C([O-])([O-])=O.[Cs+].[Cs+].[CH3:13][O:14][C:15]1[CH:20]=[CH:19][C:18]([CH2:21]Cl)=[CH:17][CH:16]=1. (3) Given the product [F:34][C:35]1[CH:40]=[CH:39][C:38]([C:41]2[O:59][C:44]3=[N:45][CH:46]=[C:47]([C:49]4[CH:50]=[C:51]([C:52](=[O:54])[NH:75][C:72]5([C:67]6[CH:68]=[CH:69][CH:70]=[CH:71][N:66]=6)[CH2:74][CH2:73]5)[CH:55]=[CH:56][C:57]=4[CH3:58])[CH:48]=[C:43]3[C:42]=2[C:60]([O:62][CH3:63])=[O:61])=[CH:37][CH:36]=1, predict the reactants needed to synthesize it. The reactants are: CCN(C(C)C)C(C)C.CN(C(ON1N=NC2C=CC=NC1=2)=[N+](C)C)C.F[P-](F)(F)(F)(F)F.[F:34][C:35]1[CH:40]=[CH:39][C:38]([C:41]2[O:59][C:44]3=[N:45][CH:46]=[C:47]([C:49]4[CH:50]=[C:51]([CH:55]=[CH:56][C:57]=4[CH3:58])[C:52]([OH:54])=O)[CH:48]=[C:43]3[C:42]=2[C:60]([O:62][CH3:63])=[O:61])=[CH:37][CH:36]=1.Cl.Cl.[N:66]1[CH:71]=[CH:70][CH:69]=[CH:68][C:67]=1[C:72]1([NH2:75])[CH2:74][CH2:73]1. (4) Given the product [F:1][C:2]1[CH:7]=[CH:6][C:5]([N:8]2[C:12]3[N:13]=[CH:14][N:15]([CH2:18][C:19]4([OH:41])[CH2:20][CH2:21][N:22]([C:25](=[O:26])[C:27]5[CH:28]=[CH:29][C:30]([O:56][C:54]6[N:9]=[CH:10][CH:11]=[CH:12][N:8]=6)=[CH:31][CH:32]=5)[CH2:23][CH2:24]4)[C:16](=[O:17])[C:11]=3[CH:10]=[N:9]2)=[CH:4][C:3]=1[CH2:46][OH:49], predict the reactants needed to synthesize it. The reactants are: [F:1][C:2]1[CH:7]=[CH:6][C:5]([N:8]2[C:12]3[N:13]=[CH:14][N:15]([CH2:18][C:19]4([OH:41])[CH2:24][CH2:23][N:22]([C:25]([C:27]5[CH:32]=[CH:31][C:30](C6C=NN(CC#N)C=6)=[CH:29][CH:28]=5)=[O:26])[CH2:21][CH2:20]4)[C:16](=[O:17])[C:11]=3[CH:10]=[N:9]2)=[CH:4][CH:3]=1.CS(C)=O.[C:46](=[O:49])([O-])[O-].[K+].[K+].OO.[CH2:54]([OH:56])C. (5) The reactants are: [N:1]([C@H:4]1[CH2:8][O:7][C@@H:6]([CH:9]=[O:10])[C@@H:5]1[O:11][CH2:12][C:13]1[CH:18]=[CH:17][CH:16]=[CH:15][CH:14]=1)=[N+]=[N-].[H-].[Al+3].[Li+].[H-].[H-].[H-]. Given the product [NH2:1][C@H:4]1[CH2:8][O:7][C@@H:6]([CH2:9][OH:10])[C@@H:5]1[O:11][CH2:12][C:13]1[CH:18]=[CH:17][CH:16]=[CH:15][CH:14]=1, predict the reactants needed to synthesize it. (6) Given the product [CH3:8][O:9][C:10]1[CH:11]=[C:12]([NH:22][C:23]2[CH:24]=[CH:25][C:26]3[CH2:27][NH:28][CH2:29][C@@H:30]([C:34]4[CH:39]=[CH:38][CH:37]=[CH:36][CH:35]=4)[O:31][C:32]=3[N:33]=2)[CH:13]=[CH:14][C:15]=1[N:16]1[CH:20]=[C:19]([CH3:21])[N:18]=[CH:17]1, predict the reactants needed to synthesize it. The reactants are: C(O)(C(F)(F)F)=O.[CH3:8][O:9][C:10]1[CH:11]=[C:12]([NH:22][C:23]2[CH:24]=[CH:25][C:26]3[CH2:27][N:28](C(OC(C)(C)C)=O)[CH2:29][C@@H:30]([C:34]4[CH:39]=[CH:38][CH:37]=[CH:36][CH:35]=4)[O:31][C:32]=3[N:33]=2)[CH:13]=[CH:14][C:15]=1[N:16]1[CH:20]=[C:19]([CH3:21])[N:18]=[CH:17]1.C(N(CC)CC)C. (7) Given the product [OH:1][C:2]1[CH:6]([CH2:7][CH2:8][C:9]2[CH:14]=[CH:13][CH:12]=[CH:11][CH:10]=2)[O:5][C:4](=[O:15])[C:3]=1[C:39](=[O:40])[CH2:38][CH:37]([SH:33])[CH3:41], predict the reactants needed to synthesize it. The reactants are: [OH:1][C:2]1[CH:6]([CH2:7][CH2:8][C:9]2[CH:14]=[CH:13][CH:12]=[CH:11][CH:10]=2)[O:5][C:4](=[O:15])[CH:3]=1.CCN(CC)CC.C(Cl)CCl.CCC([SH:33])C(O)=O.Cl.[Na+].[Cl-].[CH2:37]1[CH2:41][O:40][CH2:39][CH2:38]1. (8) Given the product [C:25]([O:24][C:23]([NH:22][C:17]12[CH2:18][CH2:19][C:14]([CH2:13][CH2:12][C:11]3[C:2]([F:1])=[CH:3][N:4]=[C:5]4[C:10]=3[N:9]=[C:8]([O:30][CH2:32][CH:33]3[CH2:35][CH:34]3[C:36]([O:38][CH3:39])=[O:37])[CH:7]=[CH:6]4)([CH2:21][CH2:20]1)[O:15][CH2:16]2)=[O:29])([CH3:27])([CH3:26])[CH3:28], predict the reactants needed to synthesize it. The reactants are: [F:1][C:2]1[CH:3]=[N:4][C:5]2[C:10]([C:11]=1[CH2:12][CH2:13][C:14]13[CH2:21][CH2:20][C:17]([NH:22][C:23](=[O:29])[O:24][C:25]([CH3:28])([CH3:27])[CH3:26])([CH2:18][CH2:19]1)[CH2:16][O:15]3)=[N:9][C:8]([OH:30])=[CH:7][CH:6]=2.Br[CH2:32][CH:33]1[CH2:35][CH:34]1[C:36]([O:38][CH3:39])=[O:37]. (9) Given the product [Br:37][C:10]1[N:11]=[CH:12][C:13]([N:15]2[CH2:16][CH2:17][CH:18]([NH:21][C:22](=[O:28])[O:23][C:24]([CH3:25])([CH3:26])[CH3:27])[CH2:19][CH2:20]2)=[N:14][C:9]=1[C:6]1[CH:7]=[CH:8][C:3]([C:1]#[N:2])=[C:4]([F:29])[CH:5]=1, predict the reactants needed to synthesize it. The reactants are: [C:1]([C:3]1[CH:8]=[CH:7][C:6]([C:9]2[N:14]=[C:13]([N:15]3[CH2:20][CH2:19][CH:18]([NH:21][C:22](=[O:28])[O:23][C:24]([CH3:27])([CH3:26])[CH3:25])[CH2:17][CH2:16]3)[CH:12]=[N:11][CH:10]=2)=[CH:5][C:4]=1[F:29])#[N:2].C1C(=O)N([Br:37])C(=O)C1.